This data is from Reaction yield outcomes from USPTO patents with 853,638 reactions. The task is: Predict the reaction yield, written as a fraction of the theoretical maximum amount of product (1.0 means a 100% yield; for example, 0.34 means a 34% yield). (1) The reactants are I[C:2]1[N:7]=[C:6]([CH3:8])[C:5]([O:9][CH2:10][C:11]([F:14])([F:13])[F:12])=[CH:4][CH:3]=1.C(N(CC)CC)C.[CH2:22]([OH:24])[CH3:23].CN([CH:28]=[O:29])C. The catalyst is C([O-])(=O)C.[Pd+2].C([O-])(=O)C.C1(P(C2C=CC=CC=2)[C-]2C=CC=C2)C=CC=CC=1.[C-]1(P(C2C=CC=CC=2)C2C=CC=CC=2)C=CC=C1.[Fe+2]. The product is [CH3:8][C:6]1[N:7]=[C:2]([C:28]([O:24][CH2:22][CH3:23])=[O:29])[CH:3]=[CH:4][C:5]=1[O:9][CH2:10][C:11]([F:14])([F:13])[F:12]. The yield is 0.930. (2) The reactants are [Cl:1][C:2]1[C:7]2[N:8]=[CH:9][NH:10][C:6]=2[CH:5]=[C:4]([NH:11][C:12]2[NH:13][CH2:14][CH2:15][N:16]=2)[CH:3]=1.[Br:17]Br.N.CO.CCOC(C)=O. The catalyst is CC(O)=O. The product is [Br:17][C:5]1[C:6]2[NH:10][CH:9]=[N:8][C:7]=2[C:2]([Cl:1])=[CH:3][C:4]=1[NH:11][C:12]1[NH:13][CH2:14][CH2:15][N:16]=1. The yield is 0.330. (3) The reactants are [CH2:1]([O:8][C:9]1[CH:10]=[C:11]([S:22][CH2:23][CH2:24][C:25](OC)=O)[CH:12]=[N:13][C:14]=1[NH:15][C:16]1[S:17][CH:18]=[C:19]([CH3:21])[N:20]=1)[C:2]1[CH:7]=[CH:6][CH:5]=[CH:4][CH:3]=1.CC([O-])(C)C.[K+].Br.BrC[C:38]1[CH:43]=[CH:42]C=C[N:39]=1.[ClH:44]. No catalyst specified. The product is [ClH:44].[ClH:44].[CH2:1]([O:8][C:9]1[C:14]([NH:15][C:16]2[S:17][CH:18]=[C:19]([CH3:21])[N:20]=2)=[N:13][CH:12]=[C:11]([S:22][CH2:23][C:24]2[CH:25]=[CH:42][CH:43]=[CH:38][N:39]=2)[CH:10]=1)[C:2]1[CH:7]=[CH:6][CH:5]=[CH:4][CH:3]=1. The yield is 0.621. (4) The reactants are [OH:1][C:2]1[CH:7]=[CH:6][C:5]([CH2:8][C:9]([OH:11])=[O:10])=[CH:4][CH:3]=1.[CH3:12][C:13]1[CH:20]=[CH:19][C:16]([CH:17]=O)=[CH:15][CH:14]=1.C(=O)([O-])[O-].[K+].[K+].Cl.[C:28](OC(=O)C)(=[O:30])[CH3:29]. The catalyst is O.C(OCC)(=O)C. The product is [C:28]([O:1][C:2]1[CH:3]=[CH:4][C:5]([C:8](=[CH:12][C:13]2[CH:20]=[CH:19][C:16]([CH3:17])=[CH:15][CH:14]=2)[C:9]([OH:11])=[O:10])=[CH:6][CH:7]=1)(=[O:30])[CH3:29]. The yield is 0.681. (5) The catalyst is O1CCCC1. The product is [F:1][C:2]1[CH:20]=[CH:19][C:5]([CH2:6][CH2:7][C:8]2[CH:17]=[CH:16][C:15]([O:18][CH:28]([C:30]3[S:31][CH:32]=[CH:33][N:34]=3)[CH2:27][C:26]3[N:22]([CH3:21])[CH:23]=[N:24][CH:25]=3)=[CH:14][C:9]=2[C:10]([O:12][CH3:13])=[O:11])=[CH:4][CH:3]=1. The yield is 0.670. The reactants are [F:1][C:2]1[CH:20]=[CH:19][C:5]([CH2:6][CH2:7][C:8]2[CH:17]=[CH:16][C:15]([OH:18])=[CH:14][C:9]=2[C:10]([O:12][CH3:13])=[O:11])=[CH:4][CH:3]=1.[CH3:21][N:22]1[C:26]([CH2:27][CH:28]([C:30]2[S:31][CH:32]=[CH:33][N:34]=2)O)=[CH:25][N:24]=[CH:23]1.C1(P(C2C=CC=CC=2)C2C=CC=CC=2)C=CC=CC=1.CCOC(/N=N/C(OCC)=O)=O. (6) The reactants are [CH3:1][C:2]1[C:3]2[C:8]([N:9]=[C:10]3[C:15]=1[CH:14]=[CH:13][CH:12]=[CH:11]3)=[CH:7][CH:6]=[CH:5][CH:4]=2.C1C(=O)N([Br:23])C(=O)C1. The catalyst is ClCCl. The product is [Br:23][CH2:1][C:2]1[C:15]2[C:10]([N:9]=[C:8]3[C:3]=1[CH:4]=[CH:5][CH:6]=[CH:7]3)=[CH:11][CH:12]=[CH:13][CH:14]=2. The yield is 0.770.